From a dataset of Forward reaction prediction with 1.9M reactions from USPTO patents (1976-2016). Predict the product of the given reaction. Given the reactants [CH2:1]([O:3][C:4]([C:6]1[C:14]2[NH:13][C:12]([CH3:15])=[N:11][C:10]=2[CH:9]=[CH:8][CH:7]=1)=[O:5])[CH3:2].[Cl:16][C:17]1[CH:24]=[C:23]([Cl:25])[CH:22]=[CH:21][C:18]=1[CH2:19]Cl.[I-].[K+].C(=O)([O-])[O-].[K+].[K+], predict the reaction product. The product is: [Cl:16][C:17]1[CH:24]=[C:23]([Cl:25])[CH:22]=[CH:21][C:18]=1[CH2:19][N:11]1[C:10]2[CH:9]=[CH:8][CH:7]=[C:6]([C:4]([O:3][CH2:1][CH3:2])=[O:5])[C:14]=2[N:13]=[C:12]1[CH3:15].